This data is from Full USPTO retrosynthesis dataset with 1.9M reactions from patents (1976-2016). The task is: Predict the reactants needed to synthesize the given product. (1) The reactants are: F[C:2]1[CH:9]=[CH:8][C:5]([CH:6]=[O:7])=[CH:4][CH:3]=1.[CH3:10][S:11]([C:14]1[CH:19]=[CH:18][CH:17]=[CH:16][C:15]=1[OH:20])(=[O:13])=[O:12].C(=O)([O-])[O-].[K+].[K+]. Given the product [CH3:10][S:11]([C:14]1[CH:19]=[CH:18][CH:17]=[CH:16][C:15]=1[O:20][C:2]1[CH:9]=[CH:8][C:5]([CH:6]=[O:7])=[CH:4][CH:3]=1)(=[O:12])=[O:13], predict the reactants needed to synthesize it. (2) Given the product [CH:12]1([C:4]2[CH:3]=[C:2]([N:1]3[CH2:16][CH2:17][CH2:18][S:19]3(=[O:21])=[O:20])[CH:11]=[CH:10][C:5]=2[C:6]([O:8][CH3:9])=[O:7])[CH2:14][CH2:13]1, predict the reactants needed to synthesize it. The reactants are: [NH2:1][C:2]1[CH:11]=[CH:10][C:5]([C:6]([O:8][CH3:9])=[O:7])=[C:4]([CH:12]2[CH2:14][CH2:13]2)[CH:3]=1.Cl[CH2:16][CH2:17][CH2:18][S:19](Cl)(=[O:21])=[O:20]. (3) Given the product [Cl:48][CH2:2][CH:3]([NH:6][C:7]1[CH:25]=[CH:24][C:23]([N+:26]([O-:28])=[O:27])=[CH:22][C:8]=1[C:9]([NH:11][CH2:12][C:13]1[CH:21]=[CH:20][C:16]2[O:17][CH2:18][O:19][C:15]=2[CH:14]=1)=[O:10])[CH2:4][CH3:5], predict the reactants needed to synthesize it. The reactants are: O[CH2:2][C@@H:3]([NH:6][C:7]1[CH:25]=[CH:24][C:23]([N+:26]([O-:28])=[O:27])=[CH:22][C:8]=1[C:9]([NH:11][CH2:12][C:13]1[CH:21]=[CH:20][C:16]2[O:17][CH2:18][O:19][C:15]=2[CH:14]=1)=[O:10])[CH2:4][CH3:5].C1(P(C2C=CC=CC=2)C2C=CC=CC=2)C=CC=CC=1.[Cl:48]CCCl. (4) Given the product [CH:32]1([C:35]2[C:36]([O:46][C@@H:47]3[CH2:52][CH2:51][CH2:50][N:49]([CH2:53][C:54]4[CH:59]=[C:58]([F:60])[CH:57]=[CH:56][C:55]=4[C:61]([F:62])([F:64])[F:63])[CH2:48]3)=[CH:37][C:38]([F:45])=[C:39]([CH:44]=2)[C:40]([OH:42])=[O:41])[CH2:34][CH2:33]1, predict the reactants needed to synthesize it. The reactants are: C1(C2C(O[C@@H]3CCCN([C@H](C4C=C(Cl)C=C(Cl)C=4)C)C3)=CC(F)=C(C=2)C(OC)=O)CC1.[CH:32]1([C:35]2[C:36]([O:46][C@@H:47]3[CH2:52][CH2:51][CH2:50][N:49]([CH2:53][C:54]4[CH:59]=[C:58]([F:60])[CH:57]=[CH:56][C:55]=4[C:61]([F:64])([F:63])[F:62])[CH2:48]3)=[CH:37][C:38]([F:45])=[C:39]([CH:44]=2)[C:40]([O:42]C)=[O:41])[CH2:34][CH2:33]1. (5) Given the product [Cl:8][C:6]1[CH:5]=[CH:4][C:3]([N+:9]([O-:11])=[O:10])=[C:2]([NH:12][C:13]2[CH:18]=[CH:17][C:16]([OH:19])=[CH:15][CH:14]=2)[CH:7]=1, predict the reactants needed to synthesize it. The reactants are: Cl[C:2]1[CH:7]=[C:6]([Cl:8])[CH:5]=[CH:4][C:3]=1[N+:9]([O-:11])=[O:10].[NH2:12][C:13]1[CH:18]=[CH:17][C:16]([OH:19])=[CH:15][CH:14]=1.[F-].[K+]. (6) Given the product [CH3:38][O:37][C:34]1[CH:33]=[CH:32][C:31]([O:30][C:16]2[CH:17]=[C:18]([O:21][C:22]3[CH:27]=[CH:26][C:25]([O:28][CH3:29])=[CH:24][CH:23]=3)[CH:19]=[CH:20][C:15]=2[NH:14][CH2:13][C@@H:9]2[CH2:10][CH2:11][CH2:12][NH:8]2)=[CH:36][CH:35]=1, predict the reactants needed to synthesize it. The reactants are: C(OC([N:8]1[CH2:12][CH2:11][CH2:10][C@H:9]1[CH2:13][NH:14][C:15]1[CH:20]=[CH:19][C:18]([O:21][C:22]2[CH:27]=[CH:26][C:25]([O:28][CH3:29])=[CH:24][CH:23]=2)=[CH:17][C:16]=1[O:30][C:31]1[CH:36]=[CH:35][C:34]([O:37][CH3:38])=[CH:33][CH:32]=1)=O)(C)(C)C. (7) Given the product [NH:10]1[C:11]2[C:16](=[CH:15][CH:14]=[CH:13][CH:12]=2)[C:8]([C:6]2[C:5]([CH3:17])=[CH:4][N:3]=[C:2]([NH:22][C:21]3[CH:23]=[CH:24][C:25]([N:27]4[CH2:32][CH2:31][CH:30]([N:33]5[CH2:34][CH2:35][N:36]([CH3:39])[CH2:37][CH2:38]5)[CH2:29][CH2:28]4)=[CH:26][C:20]=3[O:19][CH3:18])[N:7]=2)=[CH:9]1, predict the reactants needed to synthesize it. The reactants are: Cl[C:2]1[N:7]=[C:6]([C:8]2[C:16]3[C:11](=[CH:12][CH:13]=[CH:14][CH:15]=3)[NH:10][CH:9]=2)[C:5]([CH3:17])=[CH:4][N:3]=1.[CH3:18][O:19][C:20]1[CH:26]=[C:25]([N:27]2[CH2:32][CH2:31][CH:30]([N:33]3[CH2:38][CH2:37][N:36]([CH3:39])[CH2:35][CH2:34]3)[CH2:29][CH2:28]2)[CH:24]=[CH:23][C:21]=1[NH2:22]. (8) Given the product [CH3:25][O:24][C:19]1[CH:20]=[C:21]2[C:16](=[CH:17][CH:18]=1)[CH:15]=[C:14]([N:9]1[CH2:10][CH2:11][N:7]([C:3]3[CH:2]=[N:1][CH:6]=[CH:5][CH:4]=3)[C:8]1=[O:12])[CH:23]=[CH:22]2, predict the reactants needed to synthesize it. The reactants are: [N:1]1[CH:6]=[CH:5][CH:4]=[C:3]([N:7]2[CH2:11][CH2:10][NH:9][C:8]2=[O:12])[CH:2]=1.Br[C:14]1[CH:23]=[CH:22][C:21]2[C:16](=[CH:17][CH:18]=[C:19]([O:24][CH3:25])[CH:20]=2)[CH:15]=1.N[C@@H]1CCCC[C@H]1N.C(=O)([O-])[O-].[K+].[K+].